This data is from Reaction yield outcomes from USPTO patents with 853,638 reactions. The task is: Predict the reaction yield, written as a fraction of the theoretical maximum amount of product (1.0 means a 100% yield; for example, 0.34 means a 34% yield). (1) The reactants are [Br:1][C:2]1[CH:10]=[C:9]2[C:5]([CH:6]=[C:7]([C:11]([N:13]3[CH2:18][CH2:17][N:16]([S:19]([N:22]4[CH2:27][CH2:26][CH2:25][CH2:24][CH2:23]4)(=[O:21])=[O:20])[CH2:15][CH2:14]3)=[O:12])[NH:8]2)=[CH:4][C:3]=1[O:28][CH:29]1[CH2:34][CH2:33][N:32]([CH:35]([CH3:37])[CH3:36])[CH2:31][CH2:30]1.[Cl:38][C:39]1[CH:44]=[C:43](B(O)O)[CH:42]=[CH:41][N:40]=1.N1C=CC=CC=1. The catalyst is C(Cl)(Cl)Cl.C([O-])(=O)C.[Cu+2].C([O-])(=O)C. The product is [Br:1][C:2]1[CH:10]=[C:9]2[C:5]([CH:6]=[C:7]([C:11]([N:13]3[CH2:14][CH2:15][N:16]([S:19]([N:22]4[CH2:23][CH2:24][CH2:25][CH2:26][CH2:27]4)(=[O:21])=[O:20])[CH2:17][CH2:18]3)=[O:12])[N:8]2[C:43]2[CH:42]=[CH:41][N:40]=[C:39]([Cl:38])[CH:44]=2)=[CH:4][C:3]=1[O:28][CH:29]1[CH2:30][CH2:31][N:32]([CH:35]([CH3:37])[CH3:36])[CH2:33][CH2:34]1. The yield is 0.470. (2) The reactants are [Br:1][C:2]1[CH:10]=[C:9](/[CH:11]=[CH:12]/[CH:13]([C:18]2[CH:23]=[C:22]([Cl:24])[C:21]([Cl:25])=[C:20]([Cl:26])[CH:19]=2)[C:14]([F:17])([F:16])[F:15])[CH:8]=[CH:7][C:3]=1[C:4](O)=[O:5].Cl.C(N=C=NCCCN(C)C)C.Cl.[NH2:40][C:41]1([C:44]#[N:45])[CH2:43][CH2:42]1.Cl. The catalyst is ClCCCl.CN(C1C=CN=CC=1)C.CCOC(C)=O. The product is [Br:1][C:2]1[CH:10]=[C:9](/[CH:11]=[CH:12]/[CH:13]([C:18]2[CH:19]=[C:20]([Cl:26])[C:21]([Cl:25])=[C:22]([Cl:24])[CH:23]=2)[C:14]([F:17])([F:15])[F:16])[CH:8]=[CH:7][C:3]=1[C:4]([NH:40][C:41]1([C:44]#[N:45])[CH2:43][CH2:42]1)=[O:5]. The yield is 0.115. (3) The reactants are Cl[C:2]1[N:7]2[N:8]=[C:9](C)[CH:10]=[C:6]2[N:5]=[C:4]([NH:12][C:13](=[O:24])[C:14]2[CH:19]=[CH:18][C:17]([C:20]([OH:23])([CH3:22])[CH3:21])=[CH:16][CH:15]=2)[CH:3]=1.[NH:25]1[CH2:29][CH2:28][C@H:27]([NH:30][C:31](=[O:33])[CH3:32])[CH2:26]1. The catalyst is CN1C(=O)CCC1. The product is [C:31]([NH:30][C@H:27]1[CH2:28][CH2:29][N:25]([C:2]2[N:7]3[N:8]=[CH:9][CH:10]=[C:6]3[N:5]=[C:4]([NH:12][C:13](=[O:24])[C:14]3[CH:19]=[CH:18][C:17]([C:20]([OH:23])([CH3:21])[CH3:22])=[CH:16][CH:15]=3)[CH:3]=2)[CH2:26]1)(=[O:33])[CH3:32]. The yield is 0.990. (4) The yield is 0.570. The reactants are [Br:1][C:2]1[CH:3]=[CH:4][C:5]([C:8]([OH:10])=O)=[N:6][CH:7]=1.C1N=CN(C(N2C=NC=C2)=O)C=1.Cl.[NH2:24][CH2:25][C:26]1[CH:27]=[C:28]2[C:32](=[CH:33][CH:34]=1)[C:31](=[O:35])[N:30]([C@@:36]1([CH3:44])[CH2:41][CH2:40][C:39](=[O:42])[NH:38][C:37]1=[O:43])[C:29]2=[O:45].CC#N. The product is [Br:1][C:2]1[CH:3]=[CH:4][C:5]([C:8]([NH:24][CH2:25][C:26]2[CH:27]=[C:28]3[C:32](=[CH:33][CH:34]=2)[C:31](=[O:35])[N:30]([C@@:36]2([CH3:44])[CH2:41][CH2:40][C:39](=[O:42])[NH:38][C:37]2=[O:43])[C:29]3=[O:45])=[O:10])=[N:6][CH:7]=1. The catalyst is CN(C=O)C. (5) The reactants are [CH2:1]([N:4]([CH:12]([C:33]1[CH:38]=[CH:37][C:36]([O:39][C:40](=[O:44])[N:41]([CH3:43])[CH3:42])=[CH:35][C:34]=1C=C)[CH2:13][CH2:14][O:15][Si:16]([C:29]([CH3:32])([CH3:31])[CH3:30])([C:23]1[CH:28]=[CH:27][CH:26]=[CH:25][CH:24]=1)[C:17]1[CH:22]=[CH:21][CH:20]=[CH:19][CH:18]=1)[C:5](=[O:11])[O:6][C:7]([CH3:10])([CH3:9])[CH3:8])[CH:2]=[CH2:3]. The catalyst is ClCCl.CC1C=C(C)C(N2[CH-]N(C3C(C)=CC(C)=CC=3C)CC2)=C(C)C=1.C1CCC([PH+](C2CCCCC2)C2CCCCC2)CC1.C1C=CC(C=[Ru](Cl)Cl)=CC=1. The product is [C:29]([Si:16]([C:23]1[CH:24]=[CH:25][CH:26]=[CH:27][CH:28]=1)([C:17]1[CH:22]=[CH:21][CH:20]=[CH:19][CH:18]=1)[O:15][CH2:14][CH2:13][CH:12]1[C:33]2[CH:34]=[CH:35][C:36]([O:39][C:40](=[O:44])[N:41]([CH3:42])[CH3:43])=[CH:37][C:38]=2[CH:3]=[CH:2][CH2:1][N:4]1[C:5]([O:6][C:7]([CH3:8])([CH3:10])[CH3:9])=[O:11])([CH3:31])([CH3:30])[CH3:32]. The yield is 0.960. (6) The product is [Br:1][C:2]1[CH:7]=[N:6][CH:5]=[C:4]([CH2:8][O:9][CH2:10][C:11]2([C:24]3[CH:25]=[CH:26][CH:27]=[CH:28][CH:29]=3)[CH2:12][CH2:13][NH:14][CH2:15][CH2:16]2)[CH:3]=1. The yield is 0.920. The reactants are [Br:1][C:2]1[CH:3]=[C:4]([CH2:8][O:9][CH2:10][C:11]2([C:24]3[CH:29]=[CH:28][CH:27]=[CH:26][CH:25]=3)[CH2:16][CH2:15][N:14](C(OC(C)(C)C)=O)[CH2:13][CH2:12]2)[CH:5]=[N:6][CH:7]=1.C(O)(C(F)(F)F)=O. The catalyst is C(Cl)Cl. (7) The reactants are [C:1]([NH:9][C@H:10]1[CH2:14][N:13]([C:15](=[O:25])[CH2:16][NH:17]C(OC(C)(C)C)=O)[C@H:12]([C:26]([OH:28])=[O:27])[CH2:11]1)(=[O:8])[C:2]1[CH:7]=[CH:6][CH:5]=[CH:4][CH:3]=1.[ClH:29].O. The catalyst is CC(C)=O. The product is [ClH:29].[NH2:17][CH2:16][C:15]([N:13]1[CH2:14][C@H:10]([NH:9][C:1](=[O:8])[C:2]2[CH:3]=[CH:4][CH:5]=[CH:6][CH:7]=2)[CH2:11][C@H:12]1[C:26]([OH:28])=[O:27])=[O:25]. The yield is 0.938. (8) The reactants are [N:1]([C@@H:4]([C@@H:42]([C:51]1[CH:56]=[CH:55][C:54]([Cl:57])=[CH:53][CH:52]=1)[C:43]1[CH:44]=[N:45][C:46]([O:49][CH3:50])=[CH:47][CH:48]=1)[C:5]([NH:7][C:8]1[CH:40]=[CH:39][CH:38]=[C:37]([F:41])[C:9]=1[CH2:10][CH2:11][C@@H:12]1[N:20]([S:21]([C:24]2[CH:29]=[CH:28][CH:27]=[CH:26][CH:25]=2)(=[O:23])=[O:22])[CH2:19][C:16]2([CH2:18][CH2:17]2)[CH2:15][N:14]([C:30]([O:32][C:33]([CH3:36])([CH3:35])[CH3:34])=[O:31])[CH2:13]1)=[O:6])=[N+]=[N-].CP(C)C. The catalyst is CCOC(C)=O.O. The product is [NH2:1][C@@H:4]([C@@H:42]([C:51]1[CH:56]=[CH:55][C:54]([Cl:57])=[CH:53][CH:52]=1)[C:43]1[CH:44]=[N:45][C:46]([O:49][CH3:50])=[CH:47][CH:48]=1)[C:5]([NH:7][C:8]1[CH:40]=[CH:39][CH:38]=[C:37]([F:41])[C:9]=1[CH2:10][CH2:11][C@@H:12]1[N:20]([S:21]([C:24]2[CH:25]=[CH:26][CH:27]=[CH:28][CH:29]=2)(=[O:23])=[O:22])[CH2:19][C:16]2([CH2:18][CH2:17]2)[CH2:15][N:14]([C:30]([O:32][C:33]([CH3:34])([CH3:36])[CH3:35])=[O:31])[CH2:13]1)=[O:6]. The yield is 0.570. (9) The reactants are [CH3:1][N:2]1[CH:6]=[C:5]([C:7]2[N:12]=[C:11]([C:13]3[CH:14]=[N:15][NH:16][CH:17]=3)[N:10]3[CH:18]=[CH:19][N:20]=[C:9]3[CH:8]=2)[CH:4]=[N:3]1.C[C:22](C)(C)[CH2:23][CH:24]=[CH:25][C:26]#[N:27].[N:30]1CCCN2CCCCCC=12. The catalyst is CN(C)C=O. The product is [CH3:1][N:2]1[CH:6]=[C:5]([C:7]2[N:12]=[C:11]([C:13]3[CH:14]=[N:15][N:16]([CH:24]([CH2:23][C:22]#[N:30])[CH2:25][C:26]#[N:27])[CH:17]=3)[N:10]3[CH:18]=[CH:19][N:20]=[C:9]3[CH:8]=2)[CH:4]=[N:3]1. The yield is 0.630. (10) The reactants are [Cl:1][C:2]1[CH:10]=[C:6]([C:7]([OH:9])=O)[C:5]([OH:11])=[CH:4][CH:3]=1.[NH2:12][C:13]1[S:14][CH:15]=[C:16]([C:18]2[CH:23]=[CH:22][C:21]([Cl:24])=[C:20]([Cl:25])[CH:19]=2)[N:17]=1. No catalyst specified. The product is [Cl:1][C:2]1[CH:3]=[CH:4][C:5]([OH:11])=[C:6]([CH:10]=1)[C:7]([NH:12][C:13]1[S:14][CH:15]=[C:16]([C:18]2[CH:23]=[CH:22][C:21]([Cl:24])=[C:20]([Cl:25])[CH:19]=2)[N:17]=1)=[O:9]. The yield is 0.151.